This data is from Full USPTO retrosynthesis dataset with 1.9M reactions from patents (1976-2016). The task is: Predict the reactants needed to synthesize the given product. (1) Given the product [N:19]([CH2:12][CH2:13][N:14]1[CH:18]=[CH:17][CH:16]=[N:15]1)=[N+:20]=[N-:21], predict the reactants needed to synthesize it. The reactants are: CC1C=CC(S(O[CH2:12][CH2:13][N:14]2[CH:18]=[CH:17][CH:16]=[N:15]2)(=O)=O)=CC=1.[N-:19]=[N+:20]=[N-:21].[Na+]. (2) Given the product [Cl:1][C:2]1[CH:3]=[C:4]([C:9]2[CH2:13][C:12]([O:18][CH3:19])([C:14]([OH:16])=[O:15])[O:11][N:10]=2)[CH:5]=[C:6]([Cl:8])[CH:7]=1, predict the reactants needed to synthesize it. The reactants are: [Cl:1][C:2]1[CH:3]=[C:4]([C:9]2[CH2:13][C:12]([O:18][CH3:19])([C:14]([O:16]C)=[O:15])[O:11][N:10]=2)[CH:5]=[C:6]([Cl:8])[CH:7]=1.[Li+].[OH-]. (3) Given the product [CH3:42][O:41][C:38]1[CH:39]=[C:40]2[C:35](=[CH:36][CH:37]=1)[NH:34][C:33]([CH3:43])=[C:32]2[CH2:31][C:30]([NH:29][C@@H:8]([CH2:7][CH2:6][CH2:5][CH2:4][CH2:3][CH:2]=[O:1])[C:9]([NH:11][CH2:12][CH2:13][C:14]1[C:22]2[C:17](=[CH:18][CH:19]=[CH:20][CH:21]=2)[NH:16][C:15]=1[C:23]1[CH:28]=[CH:27][CH:26]=[CH:25][CH:24]=1)=[O:10])=[O:44], predict the reactants needed to synthesize it. The reactants are: [OH:1][CH2:2][CH2:3][CH2:4][CH2:5][CH2:6][CH2:7][C@H:8]([NH:29][C:30](=[O:44])[CH2:31][C:32]1[C:40]2[C:35](=[CH:36][CH:37]=[C:38]([O:41][CH3:42])[CH:39]=2)[NH:34][C:33]=1[CH3:43])[C:9]([NH:11][CH2:12][CH2:13][C:14]1[C:22]2[C:17](=[CH:18][CH:19]=[CH:20][CH:21]=2)[NH:16][C:15]=1[C:23]1[CH:28]=[CH:27][CH:26]=[CH:25][CH:24]=1)=[O:10].CCN(CC)CC. (4) Given the product [Cl:26][C:27]1[C:36]2[C:31](=[CH:32][C:33]([S:39]([N:8]([CH2:7][C:6]3[CH:5]=[CH:4][C:3]([O:2][CH3:1])=[CH:15][CH:14]=3)[C:9]3[S:10][CH:11]=[CH:12][N:13]=3)(=[O:40])=[O:41])=[C:34]([O:37][CH3:38])[CH:35]=2)[N:30]=[CH:29][CH:28]=1, predict the reactants needed to synthesize it. The reactants are: [CH3:1][O:2][C:3]1[CH:15]=[CH:14][C:6]([CH2:7][NH:8][C:9]2[S:10][CH:11]=[CH:12][N:13]=2)=[CH:5][CH:4]=1.C[Si]([N-][Si](C)(C)C)(C)C.[Li+].[Cl:26][C:27]1[C:36]2[C:31](=[CH:32][C:33]([S:39](Cl)(=[O:41])=[O:40])=[C:34]([O:37][CH3:38])[CH:35]=2)[N:30]=[CH:29][CH:28]=1.[NH4+].[Cl-]. (5) Given the product [Cl:1][C:2]1[C:3]([NH:25][C:26]2[CH:30]=[C:29]([CH3:31])[NH:28][N:27]=2)=[N:4][C:5]([NH:8][C:9]2[C:18]3[C:13](=[CH:14][CH:15]=[CH:16][CH:17]=3)[C:12]([CH:19]3[CH2:24][CH2:23][N:22]([CH2:36][CH:34]([OH:35])[C:33]([F:38])([F:37])[F:32])[CH2:21][CH2:20]3)=[CH:11][CH:10]=2)=[N:6][CH:7]=1, predict the reactants needed to synthesize it. The reactants are: [Cl:1][C:2]1[C:3]([NH:25][C:26]2[CH:30]=[C:29]([CH3:31])[NH:28][N:27]=2)=[N:4][C:5]([NH:8][C:9]2[C:18]3[C:13](=[CH:14][CH:15]=[CH:16][CH:17]=3)[C:12]([CH:19]3[CH2:24][CH2:23][NH:22][CH2:21][CH2:20]3)=[CH:11][CH:10]=2)=[N:6][CH:7]=1.[F:32][C:33]([F:38])([F:37])[CH:34]1[CH2:36][O:35]1. (6) The reactants are: [CH2:1]([O:5][CH2:6][CH2:7][O:8][C:9]1[CH:14]=[CH:13][C:12]([C:15]2[CH:16]=[CH:17][C:18]3[N:24]([C:25](=[O:30])[C:26]([F:29])([F:28])[F:27])[CH2:23][CH2:22][C:21]([C:31]([NH:33][C:34]4[CH:39]=[CH:38][C:37]([CH:40]([OH:48])[C:41]5[CH:46]=[CH:45][C:44]([Cl:47])=[CH:43][N:42]=5)=[CH:36][CH:35]=4)=[O:32])=[CH:20][C:19]=3[CH:49]=2)=[CH:11][CH:10]=1)[CH2:2][CH2:3][CH3:4].ClC1C=CC=C(C(OO)=[O:58])C=1.S([O-])([O-])(=O)=S.[Na+].[Na+]. Given the product [CH2:1]([O:5][CH2:6][CH2:7][O:8][C:9]1[CH:10]=[CH:11][C:12]([C:15]2[CH:16]=[CH:17][C:18]3[N:24]([C:25](=[O:30])[C:26]([F:27])([F:28])[F:29])[CH2:23][CH2:22][C:21]([C:31]([NH:33][C:34]4[CH:35]=[CH:36][C:37]([CH:40]([OH:48])[C:41]5[CH:46]=[CH:45][C:44]([Cl:47])=[CH:43][N+:42]=5[O-:58])=[CH:38][CH:39]=4)=[O:32])=[CH:20][C:19]=3[CH:49]=2)=[CH:13][CH:14]=1)[CH2:2][CH2:3][CH3:4], predict the reactants needed to synthesize it. (7) The reactants are: [N:1]([CH2:4][CH2:5][CH2:6][CH2:7][CH2:8][C:9]([CH3:24])([C:18]1[CH:23]=[CH:22][CH:21]=[CH:20][CH:19]=1)[CH2:10][O:11][CH:12]1[CH2:17][CH2:16][CH2:15][CH2:14][O:13]1)=[C:2]=[O:3].[NH2:25][CH2:26][CH2:27][CH2:28][CH2:29][C:30]([CH3:39])([C:33]1[CH:38]=[CH:37][CH:36]=[CH:35][CH:34]=1)[CH2:31][OH:32]. Given the product [OH:32][CH2:31][C:30]([CH3:39])([C:33]1[CH:34]=[CH:35][CH:36]=[CH:37][CH:38]=1)[CH2:29][CH2:28][CH2:27][CH2:26][NH:25][C:2]([NH:1][CH2:4][CH2:5][CH2:6][CH2:7][CH2:8][C:9]([CH3:24])([C:18]1[CH:23]=[CH:22][CH:21]=[CH:20][CH:19]=1)[CH2:10][O:11][CH:12]1[CH2:17][CH2:16][CH2:15][CH2:14][O:13]1)=[O:3], predict the reactants needed to synthesize it.